From a dataset of Forward reaction prediction with 1.9M reactions from USPTO patents (1976-2016). Predict the product of the given reaction. (1) The product is: [CH3:29][O:28][C:24]1[CH:23]=[C:22]([CH:27]=[CH:26][CH:25]=1)[C:21]([N:11]1[CH2:12][CH2:13][CH:8]([C:6]([C:2]2[O:1][CH:5]=[CH:4][N:3]=2)=[O:7])[CH2:9][CH2:10]1)=[O:30]. Given the reactants [O:1]1[CH:5]=[CH:4][N:3]=[C:2]1[C:6]([CH:8]1[CH2:13][CH2:12][NH:11][CH2:10][CH2:9]1)=[O:7].CCN(CC)CC.[C:21](Cl)(=[O:30])[C:22]1[CH:27]=[CH:26][CH:25]=[C:24]([O:28][CH3:29])[CH:23]=1, predict the reaction product. (2) The product is: [F:20][C:12]1([F:19])[C:13]2[C:18](=[CH:17][CH:16]=[CH:15][CH:14]=2)[CH:10]([N:6]2[C:5]([C:29]([OH:28])([CH3:30])[CH3:23])=[CH:9][N:8]=[CH:7]2)[C:11]1([CH3:22])[CH3:21]. Given the reactants COC([C:5]1[N:6]([CH:10]2[C:18]3[C:13](=[CH:14][CH:15]=[CH:16][CH:17]=3)[C:12]([F:20])([F:19])[C:11]2([CH3:22])[CH3:21])[CH:7]=[N:8][CH:9]=1)=O.[CH3:23][Mg]Br.C([O:28][CH2:29][CH3:30])C, predict the reaction product. (3) Given the reactants [H-].[Na+].CI.O[C:6]1([C:12]#[N:13])[CH2:11][CH2:10][CH2:9][CH2:8][CH2:7]1.C1[CH2:18][O:17][CH2:16]C1, predict the reaction product. The product is: [CH3:16][O:17][CH2:18][C:6]1([C:12]#[N:13])[CH2:11][CH2:10][CH2:9][CH2:8][CH2:7]1. (4) Given the reactants [NH2:1][CH:2]([C:7]1[CH:8]=[C:9]([CH:17]=[C:18]([C:20]2[CH:25]=[CH:24][C:23]([CH3:26])=[CH:22][N:21]=2)[CH:19]=1)[C:10]([O:12]C(C)(C)C)=[O:11])[C:3]([F:6])([F:5])[F:4].[F:27][C:28]([F:33])([F:32])[C:29]([OH:31])=[O:30], predict the reaction product. The product is: [F:27][C:28]([F:33])([F:32])[C:29]([O-:31])=[O:30].[NH2:1][CH:2]([C:7]1[CH:8]=[C:9]([CH:17]=[C:18]([C:20]2[CH:25]=[CH:24][C:23]([CH3:26])=[CH:22][N:21]=2)[CH:19]=1)[C:10]([OH:12])=[O:11])[C:3]([F:4])([F:5])[F:6].